From a dataset of NCI-60 drug combinations with 297,098 pairs across 59 cell lines. Regression. Given two drug SMILES strings and cell line genomic features, predict the synergy score measuring deviation from expected non-interaction effect. (1) Drug 1: C#CCC(CC1=CN=C2C(=N1)C(=NC(=N2)N)N)C3=CC=C(C=C3)C(=O)NC(CCC(=O)O)C(=O)O. Drug 2: C1=NNC2=C1C(=O)NC=N2. Cell line: HOP-92. Synergy scores: CSS=1.31, Synergy_ZIP=-2.64, Synergy_Bliss=-3.16, Synergy_Loewe=-3.71, Synergy_HSA=-3.81. (2) Drug 1: CN(CCCl)CCCl.Cl. Drug 2: N.N.Cl[Pt+2]Cl. Cell line: BT-549. Synergy scores: CSS=33.0, Synergy_ZIP=-5.90, Synergy_Bliss=0.662, Synergy_Loewe=4.15, Synergy_HSA=5.37.